From a dataset of Reaction yield outcomes from USPTO patents with 853,638 reactions. Predict the reaction yield, written as a fraction of the theoretical maximum amount of product (1.0 means a 100% yield; for example, 0.34 means a 34% yield). (1) The reactants are [NH:1]1[CH:5]=[C:4]([C:6]2[C:7]([C:12]3[CH:17]=[CH:16][CH:15]=[CH:14][CH:13]=3)=[N:8][O:9][C:10]=2[CH3:11])[N:3]=[CH:2]1.[Cl:18][C:19]1[CH:20]=[C:21](B(O)O)[CH:22]=[CH:23][CH:24]=1. No catalyst specified. The product is [Cl:18][C:19]1[CH:24]=[C:23]([N:1]2[CH:5]=[C:4]([C:6]3[C:7]([C:12]4[CH:13]=[CH:14][CH:15]=[CH:16][CH:17]=4)=[N:8][O:9][C:10]=3[CH3:11])[N:3]=[CH:2]2)[CH:22]=[CH:21][CH:20]=1. The yield is 0.290. (2) The reactants are C([N:8]1[CH2:13][CH2:12][N:11]([C:14]2[C:15]([CH3:34])=[C:16]([CH3:33])[C:17]3[O:21][C:20]([CH3:23])([CH3:22])[CH:19]([C:24]4[CH:25]=[N:26][C:27]([F:30])=[CH:28][CH:29]=4)[C:18]=3[C:31]=2[CH3:32])[CH2:10][CH2:9]1)C1C=CC=CC=1.C([O-])=O.[NH4+]. The product is [F:30][C:27]1[N:26]=[CH:25][C:24]([CH:19]2[C:18]3[C:31]([CH3:32])=[C:14]([N:11]4[CH2:10][CH2:9][NH:8][CH2:13][CH2:12]4)[C:15]([CH3:34])=[C:16]([CH3:33])[C:17]=3[O:21][C:20]2([CH3:23])[CH3:22])=[CH:29][CH:28]=1. The catalyst is CO.[C].[Pd]. The yield is 0.880. (3) The reactants are [Cl:1][C:2]1[C:6]([CH2:7][CH3:8])=[C:5]([C:9]2[CH:10]=[C:11]([C:14]([O:16]C)=[O:15])[S:12][CH:13]=2)[N:4]([CH3:18])[N:3]=1.[OH-].[Na+]. The catalyst is O1CCCC1. The product is [Cl:1][C:2]1[C:6]([CH2:7][CH3:8])=[C:5]([C:9]2[CH:10]=[C:11]([C:14]([OH:16])=[O:15])[S:12][CH:13]=2)[N:4]([CH3:18])[N:3]=1. The yield is 0.870. (4) The reactants are [F:1][C:2]1[C:3]([N:9]=[CH:10][N:11]([CH3:13])[CH3:12])=[N:4][C:5]([OH:8])=[N:6][CH:7]=1.C(N(CC)CC)C.Cl[C:22]([O:24][CH2:25][CH3:26])=[O:23]. The catalyst is C(Cl)Cl. The product is [CH2:25]([O:24][C:22](=[O:23])[O:8][C:5]1[N:4]=[C:3]([N:9]=[CH:10][N:11]([CH3:13])[CH3:12])[C:2]([F:1])=[CH:7][N:6]=1)[CH3:26]. The yield is 0.220.